This data is from Peptide-MHC class I binding affinity with 185,985 pairs from IEDB/IMGT. The task is: Regression. Given a peptide amino acid sequence and an MHC pseudo amino acid sequence, predict their binding affinity value. This is MHC class I binding data. (1) The binding affinity (normalized) is 0.379. The MHC is HLA-A03:01 with pseudo-sequence HLA-A03:01. The peptide sequence is KICEYIRSY. (2) The binding affinity (normalized) is 0.477. The peptide sequence is RVRQAWDTL. The MHC is HLA-B58:01 with pseudo-sequence HLA-B58:01. (3) The peptide sequence is LPYPVLLKI. The MHC is HLA-A02:03 with pseudo-sequence HLA-A02:03. The binding affinity (normalized) is 0.0847. (4) The peptide sequence is KTTFKPNTW. The MHC is HLA-A69:01 with pseudo-sequence HLA-A69:01. The binding affinity (normalized) is 0.0847. (5) The peptide sequence is ALRQARAAF. The MHC is HLA-B35:01 with pseudo-sequence HLA-B35:01. The binding affinity (normalized) is 0.213. (6) The peptide sequence is MPTDMLKLF. The MHC is HLA-B07:02 with pseudo-sequence HLA-B07:02. The binding affinity (normalized) is 0.734. (7) The peptide sequence is QQQGQTVTKK. The MHC is HLA-A68:01 with pseudo-sequence HLA-A68:01. The binding affinity (normalized) is 0.167. (8) The peptide sequence is KTNFQNHKG. The MHC is HLA-A01:01 with pseudo-sequence HLA-A01:01. The binding affinity (normalized) is 0.0847. (9) The peptide sequence is TLQRTRALV. The MHC is H-2-Kd with pseudo-sequence H-2-Kd. The binding affinity (normalized) is 0. (10) The peptide sequence is YELQKLNSW. The MHC is H-2-Kk with pseudo-sequence H-2-Kk. The binding affinity (normalized) is 0.839.